From a dataset of NCI-60 drug combinations with 297,098 pairs across 59 cell lines. Regression. Given two drug SMILES strings and cell line genomic features, predict the synergy score measuring deviation from expected non-interaction effect. Drug 1: CC1=C(C(CCC1)(C)C)C=CC(=CC=CC(=CC(=O)O)C)C. Drug 2: C(CCl)NC(=O)N(CCCl)N=O. Cell line: HOP-92. Synergy scores: CSS=10.9, Synergy_ZIP=-2.72, Synergy_Bliss=5.54, Synergy_Loewe=2.68, Synergy_HSA=4.43.